From a dataset of Reaction yield outcomes from USPTO patents with 853,638 reactions. Predict the reaction yield, written as a fraction of the theoretical maximum amount of product (1.0 means a 100% yield; for example, 0.34 means a 34% yield). (1) The reactants are [CH:1]1(N=C=NC2CCCCC2)CCCCC1.C(Cl)Cl.[O:19]=[C:20]1[CH2:23][CH:22]([C:24]([OH:26])=[O:25])[CH2:21]1.CO. The catalyst is CN(C)C1C=CN=CC=1. The product is [O:19]=[C:20]1[CH2:23][CH:22]([C:24]([O:26][CH3:1])=[O:25])[CH2:21]1. The yield is 0.806. (2) The reactants are [Br:1][C:2]1[CH:9]=[CH:8][C:5]([CH2:6]Br)=[CH:4][CH:3]=1.[C:10]1([OH:16])[CH:15]=[CH:14][CH:13]=[CH:12][CH:11]=1.C(=O)([O-])[O-].[K+].[K+]. The catalyst is CN(C)C=O. The product is [Br:1][C:2]1[CH:9]=[CH:8][C:5]([CH2:6][O:16][C:10]2[CH:15]=[CH:14][CH:13]=[CH:12][CH:11]=2)=[CH:4][CH:3]=1. The yield is 0.890. (3) The reactants are [S:1]1[C:5]([CH2:6][O:7][C:8]([NH:10][C@@H:11]([CH2:33][C:34]2[CH:39]=[CH:38][CH:37]=[CH:36][CH:35]=2)[CH2:12][NH:13][CH2:14][C@@H:15]([NH:23][C:24]([O:26][CH2:27][C:28]2[S:32][CH:31]=[N:30][CH:29]=2)=[O:25])[CH2:16][C:17]2[CH:22]=[CH:21][CH:20]=[CH:19][CH:18]=2)=[O:9])=[CH:4][N:3]=[CH:2]1.[C:40](=O)([O:51][CH2:52][C:53]1[S:57][CH:56]=[N:55][CH:54]=1)[O:41]C1C=CC([N+]([O-])=O)=CC=1.C(N(CC)CC)C. The catalyst is C(OCC)(=O)C. The product is [S:57]1[C:53]([CH2:52][O:51][C:40]([N:13]([CH2:14][C@@H:15]([NH:23][C:24]([O:26][CH2:27][C:28]2[S:32][CH:31]=[N:30][CH:29]=2)=[O:25])[CH2:16][C:17]2[CH:18]=[CH:19][CH:20]=[CH:21][CH:22]=2)[CH2:12][C@@H:11]([NH:10][C:8]([O:7][CH2:6][C:5]2[S:1][CH:2]=[N:3][CH:4]=2)=[O:9])[CH2:33][C:34]2[CH:39]=[CH:38][CH:37]=[CH:36][CH:35]=2)=[O:41])=[CH:54][N:55]=[CH:56]1. The yield is 0.360. (4) The catalyst is CN(C=O)C. The reactants are [H-].[Na+].[CH3:3][CH:4]1[CH2:9][CH2:8][N:7]([C:10]([C:12]2[CH:20]=[CH:19][C:18]3[NH:17][C:16]4[CH2:21][CH2:22][N:23]([C:25]([O:27][C:28]([CH3:31])([CH3:30])[CH3:29])=[O:26])[CH2:24][C:15]=4[C:14]=3[CH:13]=2)=[O:11])[CH2:6][CH2:5]1.[CH2:32]([S:35](Cl)(=[O:37])=[O:36])[CH2:33][CH3:34]. The product is [CH3:3][CH:4]1[CH2:9][CH2:8][N:7]([C:10]([C:12]2[CH:20]=[CH:19][C:18]3[N:17]([S:35]([CH2:32][CH2:33][CH3:34])(=[O:37])=[O:36])[C:16]4[CH2:21][CH2:22][N:23]([C:25]([O:27][C:28]([CH3:30])([CH3:29])[CH3:31])=[O:26])[CH2:24][C:15]=4[C:14]=3[CH:13]=2)=[O:11])[CH2:6][CH2:5]1. The yield is 0.600. (5) The reactants are [Cl:1][C:2]1[CH:8]=[CH:7][C:5]([OH:6])=[CH:4][C:3]=1[OH:9].[C:10]([CH2:12][CH2:13][CH2:14][CH2:15][O:16][C:17]1[CH:22]=[CH:21][C:20]([CH2:23][C:24]([OH:26])=O)=[CH:19][CH:18]=1)#[N:11].P(Cl)(Cl)(Cl)(Cl)Cl.[CH3:33]N(C=O)C. No catalyst specified. The product is [Cl:1][C:2]1[CH:8]=[C:7]2[C:5](=[CH:4][C:3]=1[OH:9])[O:6][CH:33]=[C:23]([C:20]1[CH:19]=[CH:18][C:17]([O:16][CH2:15][CH2:14][CH2:13][CH2:12][C:10]#[N:11])=[CH:22][CH:21]=1)[C:24]2=[O:26]. The yield is 0.662. (6) The reactants are [OH:1][C:2]1[CH:9]=[CH:8][C:5]([CH:6]=[O:7])=[CH:4][C:3]=1[O:10][CH3:11].C(=O)([O-])[O-].[Li+].[Li+].F[C:19]1[CH:24]=[CH:23][C:22]([C:25]([F:28])([F:27])[F:26])=[CH:21][C:20]=1[C:29]([F:32])([F:31])[F:30].[OH-].[Na+]. The catalyst is CS(C)=O. The product is [F:26][C:25]([F:27])([F:28])[C:22]1[CH:21]=[C:20]([C:29]([F:30])([F:31])[F:32])[CH:19]=[CH:24][C:23]=1[O:1][C:2]1[CH:9]=[CH:8][C:5]([CH:6]=[O:7])=[CH:4][C:3]=1[O:10][CH3:11]. The yield is 0.810. (7) The reactants are [CH2:1]([O:8][C:9]([N:11]1[CH2:17][C@H:16]2[C@H:13]([CH2:14][NH:15]2)[CH2:12]1)=[O:10])[C:2]1[CH:7]=[CH:6][CH:5]=[CH:4][CH:3]=1.C=O.[C:20](O[BH-](OC(=O)C)OC(=O)C)(=O)C.[Na+]. The catalyst is O. The product is [CH2:1]([O:8][C:9]([N:11]1[CH2:17][C@H:16]2[C@H:13]([CH2:14][N:15]2[CH3:20])[CH2:12]1)=[O:10])[C:2]1[CH:3]=[CH:4][CH:5]=[CH:6][CH:7]=1. The yield is 0.900. (8) The product is [CH2:1]([O:8][C:9]([NH:11][C@@H:12]([CH2:16][C:17]1[CH:22]=[CH:21][C:20]([C:23]2[N:24]=[CH:25][C:26]([C:29]3[CH:30]=[CH:31][C:32]([O:35][CH2:36][CH2:37][CH2:38][CH2:39][CH2:40][CH2:41][CH3:42])=[CH:33][CH:34]=3)=[CH:27][N:28]=2)=[CH:19][CH:18]=1)[C:13]([N:43]1[CH2:44][CH:45]([C:47]([O:49][C:50]([CH3:53])([CH3:52])[CH3:51])=[O:48])[CH2:46]1)=[O:14])=[O:10])[C:2]1[CH:3]=[CH:4][CH:5]=[CH:6][CH:7]=1. The yield is 0.580. The catalyst is CN(C=O)C. The reactants are [CH2:1]([O:8][C:9]([NH:11][C@@H:12]([CH2:16][C:17]1[CH:22]=[CH:21][C:20]([C:23]2[N:28]=[CH:27][C:26]([C:29]3[CH:34]=[CH:33][C:32]([O:35][CH2:36][CH2:37][CH2:38][CH2:39][CH2:40][CH2:41][CH3:42])=[CH:31][CH:30]=3)=[CH:25][N:24]=2)=[CH:19][CH:18]=1)[C:13](O)=[O:14])=[O:10])[C:2]1[CH:7]=[CH:6][CH:5]=[CH:4][CH:3]=1.[NH:43]1[CH2:46][CH:45]([C:47]([O:49][C:50]([CH3:53])([CH3:52])[CH3:51])=[O:48])[CH2:44]1.CCN(C(C)C)C(C)C.CN(C(ON1N=NC2C=CC=NC1=2)=[N+](C)C)C.F[P-](F)(F)(F)(F)F. (9) The yield is 0.950. The catalyst is C(O)C.O. The reactants are C([O:3][C:4]([C:6]1[N:7]([CH3:30])[N:8]=[CH:9][C:10]=1[NH:11][C:12]([C:14]1[C:19]([NH:20][C:21]2[CH:22]=[N:23][CH:24]=[N:25][CH:26]=2)=[N:18][CH:17]=[C:16]([CH:27]2[CH2:29][CH2:28]2)[N:15]=1)=[O:13])=[O:5])C.[OH-].[Na+].Cl. The product is [CH:27]1([C:16]2[N:15]=[C:14]([C:12]([NH:11][C:10]3[CH:9]=[N:8][N:7]([CH3:30])[C:6]=3[C:4]([OH:5])=[O:3])=[O:13])[C:19]([NH:20][C:21]3[CH:26]=[N:25][CH:24]=[N:23][CH:22]=3)=[N:18][CH:17]=2)[CH2:29][CH2:28]1. (10) The product is [NH2:38][C:36](=[O:37])[CH2:35][NH:34][C:28](=[O:29])[CH2:27][S:19](=[O:20])([C:21]1[CH:26]=[CH:25][CH:24]=[CH:23][CH:22]=1)=[N:18][C:16](=[O:17])[C:12]1[CH:11]=[C:10]([C:9]#[C:8][C:4]2[CH:5]=[CH:6][CH:7]=[C:2]([OH:1])[CH:3]=2)[CH:15]=[N:14][CH:13]=1. No catalyst specified. The reactants are [OH:1][C:2]1[CH:3]=[C:4]([C:8]#[C:9][C:10]2[CH:11]=[C:12]([C:16]([N:18]=[S@:19]([CH2:27][C:28](OCC)=[O:29])([C:21]3[CH:26]=[CH:25][CH:24]=[CH:23][CH:22]=3)=[O:20])=[O:17])[CH:13]=[N:14][CH:15]=2)[CH:5]=[CH:6][CH:7]=1.Cl.[NH2:34][CH2:35][C:36]([NH2:38])=[O:37]. The yield is 0.500.